From a dataset of Peptide-MHC class I binding affinity with 185,985 pairs from IEDB/IMGT. Regression. Given a peptide amino acid sequence and an MHC pseudo amino acid sequence, predict their binding affinity value. This is MHC class I binding data. (1) The peptide sequence is GQVQLKKPY. The MHC is HLA-B15:01 with pseudo-sequence HLA-B15:01. The binding affinity (normalized) is 0.594. (2) The peptide sequence is TTADHMHML. The MHC is HLA-A24:03 with pseudo-sequence HLA-A24:03. The binding affinity (normalized) is 0.0847. (3) The peptide sequence is VPLDEDFRKY. The MHC is HLA-A68:02 with pseudo-sequence HLA-A68:02. The binding affinity (normalized) is 0. (4) The peptide sequence is YVFYDGPPF. The MHC is HLA-A26:01 with pseudo-sequence HLA-A26:01. The binding affinity (normalized) is 0.648. (5) The peptide sequence is IRQLIRLL. The MHC is Mamu-B03 with pseudo-sequence Mamu-B03. The binding affinity (normalized) is 0.681. (6) The peptide sequence is IQNSGGTSIF. The MHC is HLA-B15:01 with pseudo-sequence HLA-B15:01. The binding affinity (normalized) is 0.898.